Dataset: Reaction yield outcomes from USPTO patents with 853,638 reactions. Task: Predict the reaction yield, written as a fraction of the theoretical maximum amount of product (1.0 means a 100% yield; for example, 0.34 means a 34% yield). (1) The reactants are Br[C:2]1[CH:10]=[CH:9][CH:8]=[C:7]2[C:3]=1[CH2:4][CH2:5][CH:6]2[O:11][Si:12]([C:15]([CH3:18])([CH3:17])[CH3:16])([CH3:14])[CH3:13].[CH3:19][C:20]([CH:23]=[O:24])([CH3:22])[CH3:21]. No catalyst specified. The product is [C:15]([Si:12]([CH3:14])([CH3:13])[O:11][CH:6]1[C:7]2[C:3](=[C:2]([CH:23]([OH:24])[C:20]([CH3:22])([CH3:21])[CH3:19])[CH:10]=[CH:9][CH:8]=2)[CH2:4][CH2:5]1)([CH3:18])([CH3:17])[CH3:16]. The yield is 0.350. (2) The reactants are [Br:1][C:2]1[CH:7]=[CH:6][C:5]([NH:8][C:9](=[O:20])[NH:10][C:11]2[CH:19]=[CH:18][C:14]([C:15]([OH:17])=O)=[CH:13][CH:12]=2)=[C:4]([F:21])[CH:3]=1.[CH3:22][N:23](C=O)[CH3:24].C1C=CC2N(O)N=NC=2C=1.C(Cl)CCl. The catalyst is O. The product is [Br:1][C:2]1[CH:7]=[CH:6][C:5]([NH:8][C:9](=[O:20])[NH:10][C:11]2[CH:12]=[CH:13][C:14]([C:15]([N:23]([CH3:24])[CH3:22])=[O:17])=[CH:18][CH:19]=2)=[C:4]([F:21])[CH:3]=1. The yield is 0.650.